Predict the reaction yield, written as a fraction of the theoretical maximum amount of product (1.0 means a 100% yield; for example, 0.34 means a 34% yield). From a dataset of Reaction yield outcomes from USPTO patents with 853,638 reactions. The reactants are [N:1]1([CH2:7][CH2:8][N:9]2[CH2:14][CH2:13][S:12][C:11]3[CH:15]=[C:16]([NH2:19])[CH:17]=[CH:18][C:10]2=3)[CH2:6][CH2:5][CH2:4][CH2:3][CH2:2]1.I.[S:21]1[CH:25]=[CH:24][CH:23]=[C:22]1[C:26](SC)=[NH:27]. The product is [N:1]1([CH2:7][CH2:8][N:9]2[CH2:14][CH2:13][S:12][C:11]3[CH:15]=[C:16]([NH:19][C:26]([C:22]4[S:21][CH:25]=[CH:24][CH:23]=4)=[NH:27])[CH:17]=[CH:18][C:10]2=3)[CH2:6][CH2:5][CH2:4][CH2:3][CH2:2]1. The yield is 0.230. No catalyst specified.